From a dataset of Reaction yield outcomes from USPTO patents with 853,638 reactions. Predict the reaction yield, written as a fraction of the theoretical maximum amount of product (1.0 means a 100% yield; for example, 0.34 means a 34% yield). The reactants are Cl[C:2]1[CH:7]=[CH:6][N:5]=[CH:4][C:3]=1[N+:8]([O-:10])=[O:9].[CH3:11][C@@H:12]1[CH2:17][NH:16][CH2:15][C@H:14]2[NH:18][C:19](=[O:21])[O:20][C@@H:13]12.N1CCCCC1.[C:28](O[C:28]([O:30][C:31]([CH3:34])([CH3:33])[CH3:32])=[O:29])([O:30][C:31]([CH3:34])([CH3:33])[CH3:32])=[O:29].CN(C1C=CC=CN=1)C. The catalyst is C(Cl)Cl. The product is [CH3:11][C@@H:12]1[CH2:17][N:16]([C:2]2[CH:7]=[CH:6][N:5]=[CH:4][C:3]=2[N+:8]([O-:10])=[O:9])[CH2:15][C@H:14]2[N:18]([C:28]([O:30][C:31]([CH3:34])([CH3:33])[CH3:32])=[O:29])[C:19](=[O:21])[O:20][C@@H:13]12. The yield is 0.620.